This data is from Full USPTO retrosynthesis dataset with 1.9M reactions from patents (1976-2016). The task is: Predict the reactants needed to synthesize the given product. (1) Given the product [F:19][C:4]([F:3])([S:15]([O-:18])(=[O:17])=[O:16])[C:5]([F:13])([F:14])[C:6]([F:12])([F:11])[C:7]([F:10])([F:9])[F:8].[SH3+:2], predict the reactants needed to synthesize it. The reactants are: [Br-].[SH3+:2].[F:3][C:4]([F:19])([S:15]([O-:18])(=[O:17])=[O:16])[C:5]([F:14])([F:13])[C:6]([F:12])([F:11])[C:7]([F:10])([F:9])[F:8].[Na+]. (2) Given the product [Cl:1][C:2]1[C:3]([N:8]2[CH2:9][CH2:10][N:11]([CH2:26][C:16]3[CH:17]=[N:18][N:19]([C:20]4[CH:25]=[CH:24][CH:23]=[CH:22][CH:21]=4)[C:15]=3[CH3:14])[CH2:12][CH2:13]2)=[N:4][CH:5]=[CH:6][N:7]=1, predict the reactants needed to synthesize it. The reactants are: [Cl:1][C:2]1[C:3]([N:8]2[CH2:13][CH2:12][NH:11][CH2:10][CH2:9]2)=[N:4][CH:5]=[CH:6][N:7]=1.[CH3:14][C:15]1[N:19]([C:20]2[CH:25]=[CH:24][CH:23]=[CH:22][CH:21]=2)[N:18]=[CH:17][C:16]=1[CH:26]=O.C(O[BH-](OC(=O)C)OC(=O)C)(=O)C.[Na+]. (3) Given the product [CH2:1]([C:8]1([N:19]([CH3:20])[CH3:21])[CH2:18][CH2:17][C:11]2([CH2:15][CH2:14][NH:13][CH2:12]2)[CH2:10][CH2:9]1)[C:2]1[CH:3]=[CH:4][CH:5]=[CH:6][CH:7]=1, predict the reactants needed to synthesize it. The reactants are: [CH2:1]([C:8]1([N:19]([CH3:21])[CH3:20])[CH2:18][CH2:17][C:11]2([CH2:15][CH2:14][NH:13][C:12]2=O)[CH2:10][CH2:9]1)[C:2]1[CH:7]=[CH:6][CH:5]=[CH:4][CH:3]=1.[H-].[Al+3].[Li+].[H-].[H-].[H-].O.[OH-].[Na+]. (4) Given the product [CH:1]1([C:7]2[CH:11]=[C:10]([C:12]3[CH:13]=[CH:14][C:15]([O:18][C:19]([F:21])([F:20])[F:22])=[CH:16][CH:17]=3)[N:9]([CH2:23][C:24]3[CH:32]=[CH:31][C:27]([C:28]([NH:44][CH2:45][C@@H:46]([OH:51])[C:47]([O:49][CH3:50])=[O:48])=[O:29])=[CH:26][CH:25]=3)[N:8]=2)[CH2:6][CH2:5][CH2:4][CH2:3][CH2:2]1, predict the reactants needed to synthesize it. The reactants are: [CH:1]1([C:7]2[CH:11]=[C:10]([C:12]3[CH:17]=[CH:16][C:15]([O:18][C:19]([F:22])([F:21])[F:20])=[CH:14][CH:13]=3)[N:9]([CH2:23][C:24]3[CH:32]=[CH:31][C:27]([C:28](O)=[O:29])=[CH:26][CH:25]=3)[N:8]=2)[CH2:6][CH2:5][CH2:4][CH2:3][CH2:2]1.C1C=CC2N(O)N=NC=2C=1.Cl.[NH2:44][CH2:45][C@@H:46]([OH:51])[C:47]([O:49][CH3:50])=[O:48].CCN(C(C)C)C(C)C. (5) Given the product [CH3:31][C:30]1[CH:29]=[C:28]([CH3:32])[NH:27][C:26](=[O:33])[C:25]=1[CH2:24][NH:23][CH2:17][CH2:16][O:15][C:6]1[C:5]([O:4][CH:2]([CH3:1])[CH3:3])=[CH:14][CH:13]=[CH:12][C:7]=1[C:8]([O:10][CH3:11])=[O:9], predict the reactants needed to synthesize it. The reactants are: [CH3:1][CH:2]([O:4][C:5]1[C:6]([O:15][CH2:16][CH:17]=C)=[C:7]([CH:12]=[CH:13][CH:14]=1)[C:8]([O:10][CH3:11])=[O:9])[CH3:3].CSC.Cl.[NH2:23][CH2:24][C:25]1[C:26](=[O:33])[NH:27][C:28]([CH3:32])=[CH:29][C:30]=1[CH3:31].C([BH3-])#N.[Na+]. (6) Given the product [F:9][C:10]1[CH:11]=[N:12][CH:13]=[CH:14][C:15]=1[CH:20]([CH:19]1[CH2:4][CH2:3][NH:5][CH2:6][CH2:8]1)[OH:21], predict the reactants needed to synthesize it. The reactants are: [Li+].C[CH:3]([N-:5][CH:6]([CH3:8])C)[CH3:4].[F:9][C:10]1[CH:11]=[N:12][CH:13]=[CH:14][CH:15]=1.[NH4+].[Cl-].C1C[O:21][CH2:20][CH2:19]1. (7) Given the product [CH3:42][S:41][C:38]1[CH:37]=[N:36][C:35]([O:1][CH2:2][CH2:3][O:4][C:5]2[N:10]=[C:9]([C:11]3[N:16]=[CH:15][CH:14]=[CH:13][N:12]=3)[N:8]=[C:7]([NH:17][S:18]([CH2:21][CH3:22])(=[O:20])=[O:19])[C:6]=2[O:23][C:24]2[CH:29]=[CH:28][CH:27]=[CH:26][C:25]=2[O:30][CH3:31])=[N:40][CH:39]=1, predict the reactants needed to synthesize it. The reactants are: [OH:1][CH2:2][CH2:3][O:4][C:5]1[N:10]=[C:9]([C:11]2[N:16]=[CH:15][CH:14]=[CH:13][N:12]=2)[N:8]=[C:7]([NH:17][S:18]([CH2:21][CH3:22])(=[O:20])=[O:19])[C:6]=1[O:23][C:24]1[CH:29]=[CH:28][CH:27]=[CH:26][C:25]=1[O:30][CH3:31].[H-].[Na+].Cl[C:35]1[N:40]=[CH:39][C:38]([S:41][CH3:42])=[CH:37][N:36]=1.C(O)(=O)CC(CC(O)=O)(C(O)=O)O. (8) The reactants are: [NH2:1][C:2]([CH2:9][C:10](=[O:12])[O-:11])([CH2:4][N+:5]([CH3:8])([CH3:7])[CH3:6])O.[CH2:13]([C:20]1[CH:25]=[CH:24][CH:23]=[C:22]([N:26]=[C:27]=[O:28])[CH:21]=1)[C:14]1[CH:19]=[CH:18][CH:17]=[CH:16][CH:15]=1. Given the product [CH2:13]([C:20]1[CH:21]=[C:22]([NH:26][C:27](=[O:28])[NH:1][C@@H:2]([CH2:4][N+:5]([CH3:8])([CH3:7])[CH3:6])[CH2:9][C:10]([O-:11])=[O:12])[CH:23]=[CH:24][CH:25]=1)[C:14]1[CH:15]=[CH:16][CH:17]=[CH:18][CH:19]=1, predict the reactants needed to synthesize it.